From a dataset of Catalyst prediction with 721,799 reactions and 888 catalyst types from USPTO. Predict which catalyst facilitates the given reaction. (1) Reactant: [Cl:1][C:2]1[N:3]=[C:4]([C:9]([NH:11][C:12]2[CH:17]=[CH:16][C:15]([C:18]3[O:19][CH:20]=[C:21]([C:23]([O:25]C)=[O:24])[N:22]=3)=[CH:14][CH:13]=2)=[O:10])[NH:5][C:6]=1[CH2:7][CH3:8].[OH-].[Li+].CO. Product: [Cl:1][C:2]1[N:3]=[C:4]([C:9]([NH:11][C:12]2[CH:17]=[CH:16][C:15]([C:18]3[O:19][CH:20]=[C:21]([C:23]([OH:25])=[O:24])[N:22]=3)=[CH:14][CH:13]=2)=[O:10])[NH:5][C:6]=1[CH2:7][CH3:8]. The catalyst class is: 7. (2) Reactant: [F:1][CH:2]([F:12])[O:3][C:4]1[CH:9]=[CH:8][N:7]=[C:6]([CH2:10]O)[CH:5]=1.C(Br)(Br)(Br)[Br:14].C1C=CC(P(C2C=CC=CC=2)C2C=CC=CC=2)=CC=1. Product: [Br:14][CH2:10][C:6]1[CH:5]=[C:4]([O:3][CH:2]([F:12])[F:1])[CH:9]=[CH:8][N:7]=1. The catalyst class is: 2. (3) Reactant: [F:1][C:2]1[CH:7]=[C:6]([F:8])[C:5]([CH3:9])=[CH:4][C:3]=1B1OC(C)(C)C(C)(C)O1.[OH-:19].[Na+].OO.Cl. Product: [F:1][C:2]1[CH:7]=[C:6]([F:8])[C:5]([CH3:9])=[CH:4][C:3]=1[OH:19]. The catalyst class is: 1. (4) Reactant: FC(F)(F)C(O)=O.C(OC([N:15]1[CH2:20][CH2:19][N:18]([C:21](=[O:31])[C:22]2[CH:27]=[C:26]([O:28][CH3:29])[CH:25]=[CH:24][C:23]=2[Br:30])[CH2:17][CH2:16]1)=O)(C)(C)C.O.[OH-].[Na+]. Product: [Br:30][C:23]1[CH:24]=[CH:25][C:26]([O:28][CH3:29])=[CH:27][C:22]=1[C:21]([N:18]1[CH2:17][CH2:16][NH:15][CH2:20][CH2:19]1)=[O:31]. The catalyst class is: 2. (5) Reactant: [Br:1][C:2]1[CH:8]=[CH:7][CH:6]=[CH:5][C:3]=1[NH2:4].[C:9](OC(=O)C)(=[O:11])[CH3:10]. Product: [Br:1][C:2]1[CH:8]=[CH:7][CH:6]=[CH:5][C:3]=1[NH:4][C:9](=[O:11])[CH3:10]. The catalyst class is: 79. (6) Reactant: [Br:1][C:2]1[C:7]([OH:8])=[C:6]([N+:9]([O-])=O)[C:5]([N+:12]([O-:14])=[O:13])=[C:4]([F:15])[CH:3]=1.Cl. Product: [NH2:9][C:6]1[C:5]([N+:12]([O-:14])=[O:13])=[C:4]([F:15])[CH:3]=[C:2]([Br:1])[C:7]=1[OH:8]. The catalyst class is: 24.